Dataset: Reaction yield outcomes from USPTO patents with 853,638 reactions. Task: Predict the reaction yield, written as a fraction of the theoretical maximum amount of product (1.0 means a 100% yield; for example, 0.34 means a 34% yield). (1) The product is [S:1]1[CH:5]=[CH:4][N:3]=[C:2]1[C:6]1[CH:13]=[CH:12][C:9]([CH2:10][Br:33])=[CH:8][CH:7]=1. The catalyst is O1CCCC1. The yield is 0.720. The reactants are [S:1]1[CH:5]=[CH:4][N:3]=[C:2]1[C:6]1[CH:13]=[CH:12][C:9]([CH2:10]O)=[CH:8][CH:7]=1.C1(P(C2C=CC=CC=2)C2C=CC=CC=2)C=CC=CC=1.[Br:33]N1C(=O)CCC1=O.C(=O)([O-])O.[Na+]. (2) The yield is 1.00. The reactants are [CH:1]([C:3]1[CH:12]=[CH:11][C:6]([C:7]([O:9][CH3:10])=[O:8])=[CH:5][N:4]=1)=O.[CH3:13][C:14]1[CH:15]=[C:16]([NH2:29])[CH:17]=[N:18][C:19]=1[N:20]1[CH:24]=[C:23]([C:25]([F:28])([F:27])[F:26])[CH:22]=[N:21]1. The catalyst is C1(C)C=CC=CC=1. The product is [CH3:13][C:14]1[CH:15]=[C:16]([N:29]=[CH:1][C:3]2[CH:12]=[CH:11][C:6]([C:7]([O:9][CH3:10])=[O:8])=[CH:5][N:4]=2)[CH:17]=[N:18][C:19]=1[N:20]1[CH:24]=[C:23]([C:25]([F:28])([F:27])[F:26])[CH:22]=[N:21]1. (3) The reactants are [CH:1]1(Br)[CH2:5][CH2:4][CH2:3][CH2:2]1.[OH-].[Na+].[NH:9]1[CH2:12][CH:11]([CH2:13][O:14][C:15]2[CH:20]=[CH:19][C:18]([C:21]3([CH2:27][N:28]([CH3:30])[CH3:29])[CH2:26][CH2:25][O:24][CH2:23][CH2:22]3)=[CH:17][CH:16]=2)[CH2:10]1. The catalyst is CC(C)=O. The product is [CH:1]1([N:9]2[CH2:12][CH:11]([CH2:13][O:14][C:15]3[CH:16]=[CH:17][C:18]([C:21]4([CH2:27][N:28]([CH3:30])[CH3:29])[CH2:26][CH2:25][O:24][CH2:23][CH2:22]4)=[CH:19][CH:20]=3)[CH2:10]2)[CH2:5][CH2:4][CH2:3][CH2:2]1. The yield is 0.110.